Dataset: Full USPTO retrosynthesis dataset with 1.9M reactions from patents (1976-2016). Task: Predict the reactants needed to synthesize the given product. The reactants are: [F:1][CH2:2][C@H:3]1[O:8][CH2:7][C@@H:6]([C:9]2[CH:14]=[CH:13][CH:12]=[CH:11][CH:10]=2)[NH:5][CH2:4]1.Br[C:16]1[CH:17]=[CH:18][C:19]2[O:20][CH2:21][C:22](=[O:26])[NH:23][C:24]=2[N:25]=1. Given the product [F:1][CH2:2][C@@H:3]1[CH2:4][N:5]([C:16]2[CH:17]=[CH:18][C:19]3[O:20][CH2:21][C:22](=[O:26])[NH:23][C:24]=3[N:25]=2)[C@H:6]([C:9]2[CH:10]=[CH:11][CH:12]=[CH:13][CH:14]=2)[CH2:7][O:8]1, predict the reactants needed to synthesize it.